From a dataset of Full USPTO retrosynthesis dataset with 1.9M reactions from patents (1976-2016). Predict the reactants needed to synthesize the given product. (1) Given the product [Br:1][C:2]1[CH:3]=[C:4]([NH:10][C:11]2[CH:12]=[C:13]3[C:18](=[CH:19][CH:20]=2)[CH2:17][N:16]([CH:23]2[CH2:24][O:21][CH2:22]2)[CH2:15][CH2:14]3)[C:5](=[O:9])[N:6]([CH3:8])[CH:7]=1, predict the reactants needed to synthesize it. The reactants are: [Br:1][C:2]1[CH:3]=[C:4]([NH:10][C:11]2[CH:12]=[C:13]3[C:18](=[CH:19][CH:20]=2)[CH2:17][NH:16][CH2:15][CH2:14]3)[C:5](=[O:9])[N:6]([CH3:8])[CH:7]=1.[O:21]1[CH2:24][C:23](=O)[CH2:22]1.[BH3-]C#N.[Na+]. (2) The reactants are: [O:1]1[C:5]2([CH2:10][CH2:9][CH:8]([N:11]3[CH2:15][CH2:14][CH2:13][C:12]3=[O:16])[CH2:7][CH2:6]2)[O:4][CH2:3][CH2:2]1.[Li+].CC([N-]C(C)C)C.Br[CH2:26][C:27]1[C:32]([Cl:33])=[CH:31][C:30]([O:34][CH3:35])=[CH:29][C:28]=1[Cl:36]. Given the product [Cl:33][C:32]1[CH:31]=[C:30]([O:34][CH3:35])[CH:29]=[C:28]([Cl:36])[C:27]=1[CH2:26][CH:13]1[CH2:14][CH2:15][N:11]([CH:8]2[CH2:7][CH2:6][C:5]3([O:4][CH2:3][CH2:2][O:1]3)[CH2:10][CH2:9]2)[C:12]1=[O:16], predict the reactants needed to synthesize it.